From a dataset of Full USPTO retrosynthesis dataset with 1.9M reactions from patents (1976-2016). Predict the reactants needed to synthesize the given product. (1) Given the product [CH2:17]1[C@H:16]([NH2:24])[C@@H:15]([OH:14])[CH:20]([OH:21])[C@@H:19]([OH:22])[C@@H:18]1[NH2:23], predict the reactants needed to synthesize it. The reactants are: [Mg+2].[Cl-].[Cl-].CN[C@@H]1[C@@H](O[C@H]2O[C@H](CO)[C@@H](N)[C@H](O)[C@H]2O)OC2C[C@@H](N)[C@@H]([O:14][C@H:15]3[C@H:20]([OH:21])[C@@H:19]([OH:22])[C@H:18]([NH2:23])[CH2:17][C@@H:16]3[NH2:24])OC2[C@@H]1O.CCN1C2N=C(C)C=CC=2C(=O)C(C(O)=O)=C1. (2) Given the product [CH3:26][S:27]([NH:1][CH2:2][C:3]1[CH:13]=[C:7]([C:8]([O:10][CH2:11][CH3:12])=[O:9])[CH:6]=[C:5]([CH:4]=1)[C:14]([O:16][CH2:17][CH3:18])=[O:15])(=[O:29])=[O:28], predict the reactants needed to synthesize it. The reactants are: [NH2:1][CH2:2][C:3]1[CH:4]=[C:5]([C:14]([O:16][CH2:17][CH3:18])=[O:15])[CH:6]=[C:7]([CH:13]=1)[C:8]([O:10][CH2:11][CH3:12])=[O:9].CCN(CC)CC.[CH3:26][S:27](Cl)(=[O:29])=[O:28].